Dataset: Forward reaction prediction with 1.9M reactions from USPTO patents (1976-2016). Task: Predict the product of the given reaction. Given the reactants [S:1]1[C:5]2[CH:6]=[CH:7][CH:8]=[CH:9][C:4]=2[CH:3]=[C:2]1[CH2:10][C:11]1[CH:12]=[CH:13][C:14]([NH:56][CH3:57])=[C:15]([C@@H:17]2[O:46][C@H:45]([CH2:47][O:48][CH2:49][C:50]3[CH:55]=[CH:54][CH:53]=[CH:52][CH:51]=3)[C@@H:36]([O:37][CH2:38][C:39]3[CH:44]=[CH:43][CH:42]=[CH:41][CH:40]=3)[C@H:27]([O:28][CH2:29][C:30]3[CH:35]=[CH:34][CH:33]=[CH:32][CH:31]=3)[C@H:18]2[O:19][CH2:20][C:21]2[CH:26]=[CH:25][CH:24]=[CH:23][CH:22]=2)[CH:16]=1.C=O.[C:60](O)(=O)C.C(=O)([O-])O.[Na+], predict the reaction product. The product is: [S:1]1[C:5]2[CH:6]=[CH:7][CH:8]=[CH:9][C:4]=2[CH:3]=[C:2]1[CH2:10][C:11]1[CH:12]=[CH:13][C:14]([N:56]([CH3:60])[CH3:57])=[C:15]([C@@H:17]2[O:46][C@H:45]([CH2:47][O:48][CH2:49][C:50]3[CH:51]=[CH:52][CH:53]=[CH:54][CH:55]=3)[C@@H:36]([O:37][CH2:38][C:39]3[CH:40]=[CH:41][CH:42]=[CH:43][CH:44]=3)[C@H:27]([O:28][CH2:29][C:30]3[CH:35]=[CH:34][CH:33]=[CH:32][CH:31]=3)[C@H:18]2[O:19][CH2:20][C:21]2[CH:22]=[CH:23][CH:24]=[CH:25][CH:26]=2)[CH:16]=1.